This data is from Full USPTO retrosynthesis dataset with 1.9M reactions from patents (1976-2016). The task is: Predict the reactants needed to synthesize the given product. (1) Given the product [CH:1]([O:4][C:5]1[CH:25]=[CH:24][C:8]([O:9][C:10]2[CH:15]=[CH:14][C:13]([C:16]3[CH:20]=[C:19]([CH:21]([NH:23][C:27](=[O:28])[O:29][CH3:30])[CH3:22])[O:18][N:17]=3)=[CH:12][CH:11]=2)=[CH:7][CH:6]=1)([CH3:2])[CH3:3], predict the reactants needed to synthesize it. The reactants are: [CH:1]([O:4][C:5]1[CH:25]=[CH:24][C:8]([O:9][C:10]2[CH:15]=[CH:14][C:13]([C:16]3[CH:20]=[C:19]([CH:21]([NH2:23])[CH3:22])[O:18][N:17]=3)=[CH:12][CH:11]=2)=[CH:7][CH:6]=1)([CH3:3])[CH3:2].Cl[C:27]([O:29][CH3:30])=[O:28]. (2) Given the product [Br:6][CH2:7][C:8]([NH:10][CH:11]1[CH2:16][CH2:15][CH2:14][CH2:13][CH2:12]1)=[O:9], predict the reactants needed to synthesize it. The reactants are: BrCC(Br)=O.[Br:6][CH2:7][C:8]([N:10](C)[C:11]1[CH:16]=[CH:15][CH:14]=[CH:13][CH:12]=1)=[O:9].